Dataset: Reaction yield outcomes from USPTO patents with 853,638 reactions. Task: Predict the reaction yield, written as a fraction of the theoretical maximum amount of product (1.0 means a 100% yield; for example, 0.34 means a 34% yield). The reactants are O[C:2]1[CH:7]=[CH:6][C:5]([CH:8]2[CH2:13][CH2:12][C:11](=[O:14])[CH2:10][CH2:9]2)=[CH:4][CH:3]=1.[C:15]1([NH:21][CH2:22][CH2:23][NH2:24])[CH:20]=[CH:19][CH:18]=[CH:17][CH:16]=1.[BH4-].[Na+]. The catalyst is CC(O)C.C1COCC1. The product is [C:15]1([NH:21][CH2:22][CH2:23][NH:24][C@H:2]2[CH2:7][CH2:6][C@H:5]([C:8]3[CH:13]=[CH:12][C:11]([OH:14])=[CH:10][CH:9]=3)[CH2:4][CH2:3]2)[CH:20]=[CH:19][CH:18]=[CH:17][CH:16]=1. The yield is 0.140.